From a dataset of Experimentally validated miRNA-target interactions with 360,000+ pairs, plus equal number of negative samples. Binary Classification. Given a miRNA mature sequence and a target amino acid sequence, predict their likelihood of interaction. (1) The miRNA is mmu-miR-6999-3p with sequence CUUCAGCUGUCCUCCUUUCUGU. The protein sequence of the target gene is MMQGDVSPNPSLIDRTIKMRKETETRKVVLAWGLLNVSMAGMIYTEMTGKLISTYYNVTYWPLWYIELALASLFSLNALFDFWRYFKYTVAPTSLVVSPGQQALLGLKQAVVQTTPPRDLAATQISPSPPSPSIQGQSVLSYSPSRSPSTSPKFATSCMTGYSPQLQGLSSGGLGSYSPGVTYSPVSGYNKLASFSLSPSSPYPTTVGPVESSGLRARYRSPPTVYNSPTDKEDYMTDLRTLDTFLRSEEEKQHRVKLGSPDSTSPSTSPTFWNYSRSVGDYAQTLKKFQYQLACRSQAP.... Result: 0 (no interaction). (2) The miRNA is hsa-miR-7150 with sequence CUGGCAGGGGGAGAGGUA. The protein sequence of the target gene is MAETDPKTMQDITLVVETLLQQMQDKFQIMSDQIIGRIDDMSSRIDDLEKNIADLMTQAGVEELDPENKIPTAQKS. Result: 0 (no interaction). (3) The miRNA is hsa-miR-4509 with sequence ACUAAAGGAUAUAGAAGGUUUU. The protein sequence of the target gene is MGVNDLWQILEPVKQHIPLRNLGGKTIAVDLSLWVCEAQTVKKMMGSVMKPHLRNLFFRISYLTQMDVKLVFVMEGEPPKLKADVISKRNQSRYGSSGKSWSQKTGRSHFKSVLRECLHMLECLGIPWVQAAGEAEAMCAYLNAGGHVDGCLTNDGDTFLYGAQTVYRNFTMNTKDPHVDCYTMSSIKSKLGLDRDALVGLAILLGCDYLPKGVPGVGKEQALKLIQILKGQSLLQRFNRWNETSCNSSPQLLVTKKLAHCSVCSHPGSPKDHERNGCRLCKSDKYCEPHDYEYCCPCEW.... Result: 0 (no interaction).